This data is from Forward reaction prediction with 1.9M reactions from USPTO patents (1976-2016). The task is: Predict the product of the given reaction. (1) Given the reactants [C:1]([NH:4][C:5]1[CH:6]=[C:7]([N:20]2[CH2:25][CH2:24][N:23]([C:26]([O:28][C:29]([CH3:32])([CH3:31])[CH3:30])=[O:27])[CH2:22][CH2:21]2)[CH:8]=[CH:9][C:10]=1[S:11]([C:14]1[CH:19]=[CH:18][CH:17]=[CH:16][CH:15]=1)(=[O:13])=[O:12])(=O)[CH3:2], predict the reaction product. The product is: [CH2:1]([NH:4][C:5]1[CH:6]=[C:7]([N:20]2[CH2:21][CH2:22][N:23]([C:26]([O:28][C:29]([CH3:30])([CH3:32])[CH3:31])=[O:27])[CH2:24][CH2:25]2)[CH:8]=[CH:9][C:10]=1[S:11]([C:14]1[CH:15]=[CH:16][CH:17]=[CH:18][CH:19]=1)(=[O:13])=[O:12])[CH3:2]. (2) The product is: [F:32][C:2]1([F:1])[CH2:4][CH:3]1[CH2:5][N:6]1[C:14]2[C:9](=[N:10][C:11]([C:15]3[CH2:16][CH:17]4[CH2:21][NH:20][CH2:19][CH:18]4[CH:29]=3)=[CH:12][CH:13]=2)[N:8]([CH3:30])[C:7]1=[O:31]. Given the reactants [F:1][C:2]1([F:32])[CH2:4][CH:3]1[CH2:5][N:6]1[C:14]2[C:9](=[N:10][C:11]([C:15]3[CH2:16][CH:17]4[CH2:21][N:20](C(OC(C)(C)C)=O)[CH2:19][CH:18]4[CH:29]=3)=[CH:12][CH:13]=2)[N:8]([CH3:30])[C:7]1=[O:31].FC(F)(F)C(O)=O, predict the reaction product. (3) Given the reactants [CH2:1]([N:8]1[C:17]2[C:12](=[CH:13][CH:14]=[C:15]([OH:18])[CH:16]=2)[CH2:11][CH2:10][CH2:9]1)[C:2]1[CH:7]=[CH:6][CH:5]=[CH:4][CH:3]=1.C(N(CC)CC)C.[C:26]1([CH3:35])[CH:31]=[CH:30][C:29]([N:32]=[C:33]=[O:34])=[CH:28][CH:27]=1, predict the reaction product. The product is: [CH3:35][C:26]1[CH:31]=[CH:30][C:29]([NH:32][C:33](=[O:34])[O:18][C:15]2[CH:16]=[C:17]3[C:12]([CH2:11][CH2:10][CH2:9][N:8]3[CH2:1][C:2]3[CH:3]=[CH:4][CH:5]=[CH:6][CH:7]=3)=[CH:13][CH:14]=2)=[CH:28][CH:27]=1. (4) Given the reactants Br[C:2]1[CH:3]=[C:4]([NH:11][C:12](=[O:14])[CH3:13])[CH:5]=[C:6]([N+:8]([O-:10])=[O:9])[CH:7]=1.[NH:15]1[CH:19]=[CH:18][CH:17]=[N:16]1.C(=O)([O-])[O-].[Cs+].[Cs+], predict the reaction product. The product is: [N+:8]([C:6]1[CH:5]=[C:4]([NH:11][C:12](=[O:14])[CH3:13])[CH:3]=[C:2]([N:15]2[CH:19]=[CH:18][CH:17]=[N:16]2)[CH:7]=1)([O-:10])=[O:9]. (5) Given the reactants [C:1]([CH:4]1[CH2:25][CH2:24][C:7]2([CH2:12][CH2:11][N:10]([C:13]3[CH:18]=[CH:17][CH:16]=[CH:15][C:14]=3/[CH:19]=[CH:20]/[C:21]([OH:23])=O)[CH2:9][CH2:8]2)[CH2:6][CH2:5]1)(=[O:3])[NH2:2].CN1CCOCC1.[NH2:33][OH:34].Cl, predict the reaction product. The product is: [OH:34][NH:33][C:21](=[O:23])/[CH:20]=[CH:19]/[C:14]1[CH:15]=[CH:16][CH:17]=[CH:18][C:13]=1[N:10]1[CH2:9][CH2:8][C:7]2([CH2:24][CH2:25][CH:4]([C:1]([NH2:2])=[O:3])[CH2:5][CH2:6]2)[CH2:12][CH2:11]1. (6) Given the reactants C([O:3][C:4](=[O:46])[CH2:5][CH2:6][CH2:7][O:8][C:9]1[CH:14]=[CH:13][CH:12]=[C:11]([CH2:15][CH2:16][CH2:17][CH2:18][CH2:19][CH2:20][O:21][C:22]2[CH:23]=[C:24]([C:33]3[CH:38]=[CH:37][CH:36]=[CH:35][CH:34]=3)[CH:25]=[C:26]([C:28]3[CH:32]=[CH:31][S:30][CH:29]=3)[CH:27]=2)[C:10]=1[CH2:39][CH2:40][C:41]([O:43]CC)=[O:42])C.[OH-].[Na+], predict the reaction product. The product is: [C:41]([CH2:40][CH2:39][C:10]1[C:11]([CH2:15][CH2:16][CH2:17][CH2:18][CH2:19][CH2:20][O:21][C:22]2[CH:23]=[C:24]([C:33]3[CH:34]=[CH:35][CH:36]=[CH:37][CH:38]=3)[CH:25]=[C:26]([C:28]3[CH:32]=[CH:31][S:30][CH:29]=3)[CH:27]=2)=[CH:12][CH:13]=[CH:14][C:9]=1[O:8][CH2:7][CH2:6][CH2:5][C:4]([OH:46])=[O:3])([OH:43])=[O:42]. (7) Given the reactants C([O-])([O-])=O.[Cs+].[Cs+].[OH:7][C:8]1[C:13]2[S:14][CH:15]=[CH:16][C:12]=2[CH:11]=[C:10]([C:17]([O:19]CC)=O)[CH:9]=1.[F:22][C:23]1[CH:33]=[C:32](F)[CH:31]=[CH:30][C:24]=1[C:25]([N:27]([CH3:29])[CH3:28])=[O:26].[CH3:35][N:36]1[CH:40]=[CH:39][C:38]([NH2:41])=[N:37]1.CN(C(ON1N=NC2C=CC=NC1=2)=[N+](C)C)C.F[P-](F)(F)(F)(F)F, predict the reaction product. The product is: [CH3:28][N:27]([CH3:29])[C:25]([C:24]1[CH:30]=[CH:31][C:32]([O:7][C:8]2[C:13]3[S:14][CH:15]=[CH:16][C:12]=3[CH:11]=[C:10]([C:17]([NH:41][C:38]3[CH:39]=[CH:40][N:36]([CH3:35])[N:37]=3)=[O:19])[CH:9]=2)=[CH:33][C:23]=1[F:22])=[O:26]. (8) The product is: [CH3:1][O:2][C:3]1[CH:8]=[C:7]([O:9][CH3:10])[N:6]=[C:5]([C:11]([C:19]2[CH:18]=[CH:17][CH:16]=[CH:15][C:14]=2[NH2:13])=[O:23])[N:4]=1. Given the reactants [CH3:1][O:2][C:3]1[CH:8]=[C:7]([O:9][CH3:10])[N:6]=[C:5]([C:11]2[C:19]3[C:14](=[CH:15][CH:16]=[CH:17][CH:18]=3)[NH:13]C=2C)[N:4]=1.C(OCC)(=[O:23])C.O=[O+][O-], predict the reaction product. (9) The product is: [Cl:1][C:2]1[CH:3]=[C:4]([C:10]2[CH:11]=[C:12]3[C:17](=[CH:18][CH:19]=2)[N:16]=[CH:15][C:14]([C:20]([CH:22]2[CH2:24][CH2:23]2)=[O:21])=[C:13]3[NH:25][C@H:26]2[CH2:31][CH2:30][C@H:29]([NH:32][CH3:33])[CH2:28][CH2:27]2)[CH:5]=[C:6]([F:9])[C:7]=1[OH:8]. Given the reactants [Cl:1][C:2]1[CH:3]=[C:4]([C:10]2[CH:11]=[C:12]3[C:17](=[CH:18][CH:19]=2)[N:16]=[CH:15][C:14]([C:20]([CH:22]2[CH2:24][CH2:23]2)=[O:21])=[C:13]3[NH:25][C@H:26]2[CH2:31][CH2:30][C@H:29]([N:32](C)[C:33](=O)OC(C)(C)C)[CH2:28][CH2:27]2)[CH:5]=[C:6]([F:9])[C:7]=1[OH:8].C(O)(C(F)(F)F)=O, predict the reaction product. (10) Given the reactants [CH3:1][S:2][C:3]1[CH:8]=[CH:7][C:6]([C:9]2[O:13][N:12]=[CH:11][C:10]=2[CH2:14][CH2:15][CH2:16][OH:17])=[CH:5][CH:4]=1.ClC1C=CC=C(C(OO)=[O:26])C=1.O, predict the reaction product. The product is: [CH3:1][S:2]([C:3]1[CH:4]=[CH:5][C:6]([C:9]2[O:13][N:12]=[CH:11][C:10]=2[CH2:14][CH2:15][CH2:16][OH:17])=[CH:7][CH:8]=1)=[O:26].